From a dataset of Caco-2 cell permeability data measuring drug intestinal absorption for ~900 compounds. Regression/Classification. Given a drug SMILES string, predict its absorption, distribution, metabolism, or excretion properties. Task type varies by dataset: regression for continuous measurements (e.g., permeability, clearance, half-life) or binary classification for categorical outcomes (e.g., BBB penetration, CYP inhibition). For this dataset (caco2_wang), we predict Y. (1) The molecule is O=c1c(-c2ccc(O)cc2)coc2c([C@@H]3O[C@H](CO)[C@@H](O)[C@H](O)[C@H]3O)c(O)ccc12. The Y is -6.40 log Papp (cm/s). (2) The Y is -5.30 log Papp (cm/s). The molecule is C[C@@H]1NC(=O)[C@H](C)N(C)C(=O)[C@@H](C)N(C)C(=O)[C@H](C)NC(=O)[C@@H](C)N(C)C(=O)[C@@H](C)NC1=O. (3) The molecule is C[C@H](N)C(=O)O. The Y is -5.42 log Papp (cm/s). (4) The drug is NC(=S)NC[C@H]1CN(c2ccc(C3CCS(=O)(=O)CC3)c(F)c2)C(=O)O1. The Y is -5.89 log Papp (cm/s).